This data is from Forward reaction prediction with 1.9M reactions from USPTO patents (1976-2016). The task is: Predict the product of the given reaction. (1) Given the reactants [F:1][C:2]([F:41])([F:40])[C:3]1[CH:4]=[C:5]([C@H:13]2[O:17][C:16](=[O:18])[N:15]([CH2:19][C:20]3[CH:25]=[C:24]([C:26]([F:29])([F:28])[F:27])[CH:23]=[CH:22][C:21]=3B3OC(C)(C)C(C)(C)O3)[C@H:14]2[CH3:39])[CH:6]=[C:7]([C:9]([F:12])([F:11])[F:10])[CH:8]=1.C.[F:43][C:44]1[CH:49]=[C:48]([O:50][CH3:51])[C:47](I)=[CH:46][C:45]=1[C:53]1[CH:58]=[CH:57][C:56]([C:59]([O:61][CH3:62])=[O:60])=[CH:55][C:54]=1[CH3:63].C(=O)([O-])[O-].[Na+].[Na+].C(Cl)Cl, predict the reaction product. The product is: [F:41][C:2]([F:1])([F:40])[C:3]1[CH:4]=[C:5]([C@H:13]2[O:17][C:16](=[O:18])[N:15]([CH2:19][C:20]3[CH:25]=[C:24]([C:26]([F:27])([F:28])[F:29])[CH:23]=[CH:22][C:21]=3[C:47]3[CH:46]=[C:45]([C:53]4[CH:58]=[CH:57][C:56]([C:59]([O:61][CH3:62])=[O:60])=[CH:55][C:54]=4[CH3:63])[C:44]([F:43])=[CH:49][C:48]=3[O:50][CH3:51])[C@H:14]2[CH3:39])[CH:6]=[C:7]([C:9]([F:10])([F:12])[F:11])[CH:8]=1. (2) Given the reactants [Cl:1][C:2]1[C:10]2[C:9]3[C:11]([Cl:17])=[C:12]([Cl:16])[C:13]([Cl:15])=[CH:14][C:8]=3[O:7][C:6]=2[C:5]([N+:18]([O-])=O)=[C:4]([Cl:21])[C:3]=1[Cl:22], predict the reaction product. The product is: [Cl:1][C:2]1[C:10]2[C:9]3[C:11]([Cl:17])=[C:12]([Cl:16])[C:13]([Cl:15])=[CH:14][C:8]=3[O:7][C:6]=2[C:5]([NH2:18])=[C:4]([Cl:21])[C:3]=1[Cl:22].